From a dataset of Forward reaction prediction with 1.9M reactions from USPTO patents (1976-2016). Predict the product of the given reaction. (1) Given the reactants [C:1]([O:5][C:6]([N:8]1[CH2:13][CH:12]=[C:11]([C:14]2[CH:15]=[C:16]3[C:25](=[CH:26][CH:27]=2)[O:24][CH2:23][C:22]2[N:17]3[C@H:18]([CH3:29])[C:19](=[O:28])[NH:20][N:21]=2)[C@@H:10]([CH3:30])[CH2:9]1)=[O:7])([CH3:4])([CH3:3])[CH3:2], predict the reaction product. The product is: [C:1]([O:5][C:6]([N:8]1[CH2:13][CH2:12][C@@H:11]([C:14]2[CH:15]=[C:16]3[C:25](=[CH:26][CH:27]=2)[O:24][CH2:23][C:22]2[N:17]3[C@H:18]([CH3:29])[C:19](=[O:28])[NH:20][N:21]=2)[C@@H:10]([CH3:30])[CH2:9]1)=[O:7])([CH3:4])([CH3:2])[CH3:3]. (2) Given the reactants [C:1]1([S:7]([CH:10]=[CH:11][CH3:12])(=[O:9])=[O:8])[CH:6]=[CH:5][CH:4]=[CH:3][CH:2]=1.C1(CC(Cl)CS(CC(Cl)CC2C=CC=CC=2)(=O)=O)C=CC=CC=1.C(N(CC)CC)C, predict the reaction product. The product is: [C:1]1([S:7]([CH2:10][CH:11]=[CH2:12])(=[O:9])=[O:8])[CH:6]=[CH:5][CH:4]=[CH:3][CH:2]=1. (3) Given the reactants [OH-:1].[Na+].[CH2:3]([O:10][C:11]1[CH:16]=[C:15]([Cl:17])[CH:14]=[CH:13][C:12]=1[OH:18])[C:4]1[CH:9]=[CH:8][CH:7]=[CH:6][CH:5]=1, predict the reaction product. The product is: [CH2:3]([O:10][C:11]1[CH:16]=[C:15]([Cl:17])[CH:14]=[CH:13][C:12]=1[O:18][C:4]([CH3:9])([CH3:5])[C:3]([OH:10])=[O:1])[C:4]1[CH:5]=[CH:6][CH:7]=[CH:8][CH:9]=1. (4) Given the reactants [OH-].[Na+].[ClH:3].[CH3:4][C:5]([S:11][C:12]1[CH:13]=[CH:14][C:15]2[O:24][CH2:23][C:22]3[CH:21]=[CH:20][S:19][C:18]=3[C:17](=[C:25]3[CH2:30][CH2:29][N:28]([CH3:31])[CH2:27][CH2:26]3)[C:16]=2[CH:32]=1)([CH3:10])[C:6]([O:8]C)=[O:7], predict the reaction product. The product is: [ClH:3].[CH3:10][C:5]([S:11][C:12]1[CH:13]=[CH:14][C:15]2[O:24][CH2:23][C:22]3[CH:21]=[CH:20][S:19][C:18]=3[C:17](=[C:25]3[CH2:30][CH2:29][N:28]([CH3:31])[CH2:27][CH2:26]3)[C:16]=2[CH:32]=1)([CH3:4])[C:6]([OH:8])=[O:7].